Predict the reaction yield, written as a fraction of the theoretical maximum amount of product (1.0 means a 100% yield; for example, 0.34 means a 34% yield). From a dataset of Reaction yield outcomes from USPTO patents with 853,638 reactions. The reactants are [Br:1][C:2]1[CH:3]=[CH:4][C-:5]([O:8][CH3:9])[NH:6][CH:7]=1.C1C=C(Cl)C=C(C(OO)=[O:18])C=1. The catalyst is C(Cl)Cl. The product is [Br:1][C:2]1[CH:3]=[CH:4][C:5]([O:8][CH3:9])=[N+:6]([O-:18])[CH:7]=1. The yield is 0.571.